From a dataset of Peptide-MHC class II binding affinity with 134,281 pairs from IEDB. Regression. Given a peptide amino acid sequence and an MHC pseudo amino acid sequence, predict their binding affinity value. This is MHC class II binding data. (1) The peptide sequence is NDNYTEIKGQLVFIG. The MHC is DRB1_0301 with pseudo-sequence DRB1_0301. The binding affinity (normalized) is 0. (2) The peptide sequence is VIPEWCCRSCTMPPV. The MHC is HLA-DQA10201-DQB10301 with pseudo-sequence HLA-DQA10201-DQB10301. The binding affinity (normalized) is 0.418. (3) The peptide sequence is ADKVAATAANAAPAN. The MHC is DRB1_0701 with pseudo-sequence DRB1_0701. The binding affinity (normalized) is 0.369. (4) The peptide sequence is RSSNFQCQKLLWQLN. The MHC is DRB3_0101 with pseudo-sequence DRB3_0101. The binding affinity (normalized) is 0.245. (5) The peptide sequence is TTAAGAASGAATVAA. The MHC is HLA-DQA10104-DQB10503 with pseudo-sequence HLA-DQA10104-DQB10503. The binding affinity (normalized) is 0.203.